From a dataset of NCI-60 drug combinations with 297,098 pairs across 59 cell lines. Regression. Given two drug SMILES strings and cell line genomic features, predict the synergy score measuring deviation from expected non-interaction effect. (1) Drug 1: CC1=CC2C(CCC3(C2CCC3(C(=O)C)OC(=O)C)C)C4(C1=CC(=O)CC4)C. Drug 2: C1=NC2=C(N1)C(=S)N=CN2. Cell line: OVCAR-5. Synergy scores: CSS=8.88, Synergy_ZIP=-5.82, Synergy_Bliss=-9.96, Synergy_Loewe=-39.1, Synergy_HSA=-13.0. (2) Drug 1: CC1=C(C(=O)C2=C(C1=O)N3CC4C(C3(C2COC(=O)N)OC)N4)N. Drug 2: COCCOC1=C(C=C2C(=C1)C(=NC=N2)NC3=CC=CC(=C3)C#C)OCCOC.Cl. Cell line: CCRF-CEM. Synergy scores: CSS=27.9, Synergy_ZIP=-2.20, Synergy_Bliss=-4.37, Synergy_Loewe=-25.7, Synergy_HSA=-4.56. (3) Drug 1: CC1CCC2CC(C(=CC=CC=CC(CC(C(=O)C(C(C(=CC(C(=O)CC(OC(=O)C3CCCCN3C(=O)C(=O)C1(O2)O)C(C)CC4CCC(C(C4)OC)OCCO)C)C)O)OC)C)C)C)OC. Drug 2: CC(C)NC(=O)C1=CC=C(C=C1)CNNC.Cl. Cell line: UACC-257. Synergy scores: CSS=-0.400, Synergy_ZIP=0.593, Synergy_Bliss=-0.750, Synergy_Loewe=-2.69, Synergy_HSA=-2.64. (4) Drug 1: CCCCCOC(=O)NC1=NC(=O)N(C=C1F)C2C(C(C(O2)C)O)O. Drug 2: CN(CCCl)CCCl.Cl. Cell line: HS 578T. Synergy scores: CSS=-1.30, Synergy_ZIP=0.150, Synergy_Bliss=-0.555, Synergy_Loewe=-1.74, Synergy_HSA=-1.51. (5) Drug 1: CCC1(CC2CC(C3=C(CCN(C2)C1)C4=CC=CC=C4N3)(C5=C(C=C6C(=C5)C78CCN9C7C(C=CC9)(C(C(C8N6C=O)(C(=O)OC)O)OC(=O)C)CC)OC)C(=O)OC)O.OS(=O)(=O)O. Drug 2: C1CC(=O)NC(=O)C1N2C(=O)C3=CC=CC=C3C2=O. Cell line: SK-MEL-5. Synergy scores: CSS=14.9, Synergy_ZIP=1.62, Synergy_Bliss=4.64, Synergy_Loewe=-32.8, Synergy_HSA=-1.79. (6) Drug 1: C1=CC(=CC=C1C#N)C(C2=CC=C(C=C2)C#N)N3C=NC=N3. Drug 2: C(=O)(N)NO. Cell line: RPMI-8226. Synergy scores: CSS=-5.64, Synergy_ZIP=3.39, Synergy_Bliss=-0.628, Synergy_Loewe=-2.27, Synergy_HSA=-7.86.